Dataset: Full USPTO retrosynthesis dataset with 1.9M reactions from patents (1976-2016). Task: Predict the reactants needed to synthesize the given product. (1) Given the product [ClH:10].[CH3:22][CH:18]([Se:6][CH2:5][C@@H:4]([C:7]([OH:9])=[O:8])[NH2:3])[C:17]1[CH:20]=[CH:21][C:14]([N+:11]([O-:13])=[O:12])=[CH:15][CH:16]=1, predict the reactants needed to synthesize it. The reactants are: [BH4-].[Na+].[NH2:3][C@H:4]([C:7]([OH:9])=[O:8])[CH2:5][SeH:6].[ClH:10].[N+:11]([C:14]1[CH:21]=[CH:20][C:17]([CH2:18]Br)=[CH:16][CH:15]=1)([O-:13])=[O:12].[CH2:22]1COCC1. (2) Given the product [CH2:1]([O:8][C:9]1[C:10]([CH2:18][CH3:19])=[CH:11][C:12]([B:25]([OH:29])[OH:26])=[C:13]([O:15][CH3:16])[CH:14]=1)[C:2]1[CH:7]=[CH:6][CH:5]=[CH:4][CH:3]=1, predict the reactants needed to synthesize it. The reactants are: [CH2:1]([O:8][C:9]1[C:10]([CH2:18][CH3:19])=[CH:11][C:12](Br)=[C:13]([O:15][CH3:16])[CH:14]=1)[C:2]1[CH:7]=[CH:6][CH:5]=[CH:4][CH:3]=1.C([Li])CCC.[B:25](OCC)([O:29]CC)[O:26]CC. (3) Given the product [CH3:16][C:3]1[C:2]([C:23]2[CH:24]=[C:19]([CH:20]=[CH:21][CH:22]=2)[C:17]#[N:18])=[CH:6][N:5]([C:7]2[CH:12]=[CH:11][N:10]=[C:9]3[NH:13][CH:14]=[CH:15][C:8]=23)[N:4]=1, predict the reactants needed to synthesize it. The reactants are: Br[C:2]1[C:3]([CH3:16])=[N:4][N:5]([C:7]2[CH:12]=[CH:11][N:10]=[C:9]3[NH:13][CH:14]=[CH:15][C:8]=23)[CH:6]=1.[C:17]([C:19]1[CH:20]=[C:21](B(O)O)[CH:22]=[CH:23][CH:24]=1)#[N:18].C(=O)([O-])[O-].[Na+].[Na+].COCCOC.O. (4) Given the product [Cl:19][C:15]1[C:13]2[N:14]=[C:10]([CH2:2][C:1]([O:4][C:5]([CH3:8])([CH3:7])[CH3:6])=[O:3])[S:11][C:12]=2[CH:18]=[CH:17][CH:16]=1, predict the reactants needed to synthesize it. The reactants are: [C:1]([O:4][C:5]([CH3:8])([CH3:7])[CH3:6])(=[O:3])[CH3:2].Cl[C:10]1[S:11][C:12]2[CH:18]=[CH:17][CH:16]=[C:15]([Cl:19])[C:13]=2[N:14]=1.C[Si]([N-][Si](C)(C)C)(C)C.[Li+]. (5) Given the product [C:2]([C:5]1[CH:10]=[CH:9][CH:8]=[CH:7][C:6]=1[N:11]1[C:16](=[O:17])[C:15]([C:18]2[CH:23]=[CH:22][CH:21]=[C:20]([O:24][CH2:25][CH2:26][OH:27])[CH:19]=2)=[CH:14][C:13]([C:28]2[CH:33]=[CH:32][CH:31]=[CH:30][N:29]=2)=[N:12]1)#[N:3], predict the reactants needed to synthesize it. The reactants are: [Cu][C:2]#[N:3].Br[C:5]1[CH:10]=[CH:9][CH:8]=[CH:7][C:6]=1[N:11]1[C:16](=[O:17])[C:15]([C:18]2[CH:23]=[CH:22][CH:21]=[C:20]([O:24][CH2:25][CH2:26][OH:27])[CH:19]=2)=[CH:14][C:13]([C:28]2[CH:33]=[CH:32][CH:31]=[CH:30][N:29]=2)=[N:12]1. (6) Given the product [O:1]1[C:6]2[CH:7]=[CH:8][C:9]([C:11]([C:13]3[CH:18]=[C:17]([O:19][CH3:20])[CH:16]=[C:15]([O:21][CH3:22])[CH:14]=3)=[O:12])=[CH:10][C:5]=2[O:4][CH2:3][CH2:2]1, predict the reactants needed to synthesize it. The reactants are: [O:1]1[C:6]2[CH:7]=[CH:8][C:9]([CH:11]([C:13]3[CH:18]=[C:17]([O:19][CH3:20])[CH:16]=[C:15]([O:21][CH3:22])[CH:14]=3)[OH:12])=[CH:10][C:5]=2[O:4][CH2:3][CH2:2]1. (7) Given the product [CH2:8]([C:9]1[CH:27]=[CH:26][C:12]([C:13]([NH:15][C@@H:16]([CH2:21][N+:22]([CH3:23])([CH3:25])[CH3:24])[CH2:17][C:18]([O-:20])=[O:19])=[O:14])=[CH:11][CH:10]=1)[CH2:7][C:1]1[CH:2]=[CH:3][CH:4]=[CH:5][CH:6]=1, predict the reactants needed to synthesize it. The reactants are: [C:1]1([C:7]#[C:8][C:9]2[CH:27]=[CH:26][C:12]([C:13]([NH:15][C@@H:16]([CH2:21][N+:22]([CH3:25])([CH3:24])[CH3:23])[CH2:17][C:18]([O-:20])=[O:19])=[O:14])=[CH:11][CH:10]=2)[CH:6]=[CH:5][CH:4]=[CH:3][CH:2]=1.